From a dataset of Forward reaction prediction with 1.9M reactions from USPTO patents (1976-2016). Predict the product of the given reaction. (1) Given the reactants OC([C:4]([F:7])([F:6])[F:5])=O.[CH3:8][O:9][C:10]([NH:12][C@@H:13]([CH:49]([CH3:51])[CH3:50])[C:14]([N:16]1[CH2:20][C@@H:19]([CH3:21])[CH2:18][C@H:17]1[C:22]1[NH:23][C:24]2[CH:34]=[CH:33][C:32]3[C:27](=[CH:28][CH:29]=[C:30]([C:35]4[CH:43]=[CH:42][C:38]([C:39](O)=[O:40])=[CH:37][C:36]=4[O:44]C(F)(F)F)[CH:31]=3)[C:25]=2[N:26]=1)=[O:15])=[O:11].CN(C(ON1N=NC2C=CC=NC1=2)=[N+](C)C)C.F[P-](F)(F)(F)(F)F.[C:76]([O:80][C:81]([N:83]1[CH2:88][CH2:87][N:86]([C:89]2[CH:94]=[CH:93][C:92]([NH2:95])=[CH:91][N:90]=2)[C@H:85]([CH3:96])[CH2:84]1)=[O:82])([CH3:79])([CH3:78])[CH3:77].CCN(C(C)C)C(C)C, predict the reaction product. The product is: [C:76]([O:80][C:81]([N:83]1[CH2:88][CH2:87][N:86]([C:89]2[CH:94]=[CH:93][C:92]([NH:95][C:39](=[O:40])[C:38]3[CH:42]=[CH:43][C:35]([C:30]4[CH:31]=[C:32]5[C:27](=[CH:28][CH:29]=4)[C:25]4[N:26]=[C:22]([C@@H:17]6[CH2:18][C@H:19]([CH3:21])[CH2:20][N:16]6[C:14](=[O:15])[C@@H:13]([NH:12][C:10]([O:9][CH3:8])=[O:11])[CH:49]([CH3:50])[CH3:51])[NH:23][C:24]=4[CH:34]=[CH:33]5)=[C:36]([O:44][C:4]([F:5])([F:6])[F:7])[CH:37]=3)=[CH:91][N:90]=2)[C@H:85]([CH3:96])[CH2:84]1)=[O:82])([CH3:79])([CH3:77])[CH3:78]. (2) Given the reactants [CH2:1]([O:8][C:9]1[C:14](=[O:15])[N:13]([CH3:16])[C:12]([CH:17]2[CH2:21][CH2:20][CH2:19][CH2:18]2)=[N:11][C:10]=1[C:22](O)=[O:23])[C:2]1[CH:7]=[CH:6][CH:5]=[CH:4][CH:3]=1.C(Cl)(=O)C(Cl)=O.[F:31][C:32]1[CH:37]=[CH:36][C:35]([CH2:38][C:39](=[NH:42])[NH:40]O)=[CH:34][CH:33]=1.CCN(C(C)C)C(C)C, predict the reaction product. The product is: [CH2:1]([O:8][C:9]1[C:14](=[O:15])[N:13]([CH3:16])[C:12]([CH:17]2[CH2:18][CH2:19][CH2:20][CH2:21]2)=[N:11][C:10]=1[C:22]1[O:23][N:42]=[C:39]([CH2:38][C:35]2[CH:36]=[CH:37][C:32]([F:31])=[CH:33][CH:34]=2)[N:40]=1)[C:2]1[CH:7]=[CH:6][CH:5]=[CH:4][CH:3]=1. (3) The product is: [NH2:4][C@H:5]1[C:9]2([CH2:10][CH2:11]2)[CH2:8][N:7]([C:12]2[C:21]([O:22][CH3:23])=[C:20]3[C:15]([C:16](=[O:31])[C:17]([C:28]([OH:30])=[O:29])=[CH:18][N:19]3[C@@H:24]3[CH2:26][C@@H:25]3[F:27])=[CH:14][C:13]=2[F:32])[CH2:6]1. Given the reactants F[B]F.[NH2:4][C@H:5]1[C:9]2([CH2:11][CH2:10]2)[CH2:8][N:7]([C:12]2[C:21]([O:22][CH3:23])=[C:20]3[C:15]([C:16](=[O:31])[C:17]([C:28]([OH:30])=[O:29])=[CH:18][N:19]3[C@@H:24]3[CH2:26][C@@H:25]3[F:27])=[CH:14][C:13]=2[F:32])[CH2:6]1, predict the reaction product.